This data is from Catalyst prediction with 721,799 reactions and 888 catalyst types from USPTO. The task is: Predict which catalyst facilitates the given reaction. (1) Reactant: [CH3:1][C:2]1[CH:7]=[CH:6][CH:5]=[CH:4][C:3]=1[C:8]1[C:17]([NH2:18])=[CH:16][CH:15]=[C:14]2[C:9]=1[CH:10]=[CH:11][C:12]([N:19]1[CH2:24][CH2:23][O:22][CH2:21][CH2:20]1)=[N:13]2.[F:25][C:26]([F:40])([F:39])[C:27]1[CH:28]=[C:29]([CH:32]=[C:33]([C:35]([F:38])([F:37])[F:36])[CH:34]=1)[CH:30]=O.[BH-](OC(C)=O)(OC(C)=O)OC(C)=O.[Na+]. The catalyst class is: 2. Product: [F:25][C:26]([F:39])([F:40])[C:27]1[CH:28]=[C:29]([CH:32]=[C:33]([C:35]([F:38])([F:36])[F:37])[CH:34]=1)[CH2:30][NH:18][C:17]1[C:8]([C:3]2[CH:4]=[CH:5][CH:6]=[CH:7][C:2]=2[CH3:1])=[C:9]2[C:14](=[CH:15][CH:16]=1)[N:13]=[C:12]([N:19]1[CH2:24][CH2:23][O:22][CH2:21][CH2:20]1)[CH:11]=[CH:10]2. (2) Reactant: [OH-].[Li+].C[O:4][C:5](=[O:34])[C:6]1[CH:11]=[CH:10][CH:9]=[C:8]([NH:12][C:13]2[CH:18]=[CH:17][CH:16]=[C:15]([CH2:19][O:20][C:21]3[CH:26]=[CH:25][C:24]([C:27](=[O:29])[CH3:28])=[C:23]([OH:30])[C:22]=3[CH2:31][CH2:32][CH3:33])[CH:14]=2)[CH:7]=1.Cl. Product: [C:27]([C:24]1[CH:25]=[CH:26][C:21]([O:20][CH2:19][C:15]2[CH:14]=[C:13]([NH:12][C:8]3[CH:7]=[C:6]([CH:11]=[CH:10][CH:9]=3)[C:5]([OH:34])=[O:4])[CH:18]=[CH:17][CH:16]=2)=[C:22]([CH2:31][CH2:32][CH3:33])[C:23]=1[OH:30])(=[O:29])[CH3:28]. The catalyst class is: 32. (3) Reactant: [Cl:1][C:2]1[C:7]([F:8])=[CH:6][CH:5]=[CH:4][C:3]=1[C@@:9]([NH:18][S@@](C(C)(C)C)=O)([CH2:11][C@H:12]([OH:17])[C:13]([F:16])([F:15])[F:14])[CH3:10].Cl.O1CCOCC1.[C:32]([N:40]=[C:41]=S)(=[O:39])[C:33]1[CH:38]=[CH:37][CH:36]=[CH:35][CH:34]=1.C(N(CC)CC)C.Cl.CN(C)CCCN=C=NCC. Product: [Cl:1][C:2]1[C:7]([F:8])=[CH:6][CH:5]=[CH:4][C:3]=1[C@:9]1([CH3:10])[CH2:11][C@@H:12]([C:13]([F:14])([F:15])[F:16])[O:17][C:41]([NH:40][C:32](=[O:39])[C:33]2[CH:38]=[CH:37][CH:36]=[CH:35][CH:34]=2)=[N:18]1. The catalyst class is: 61. (4) Reactant: C[C:2]1(C)COC(CO[C:10]2[CH:15]=[CH:14]N=[C:12]([CH2:16]S(C3NC4C=CC=CC=4N=3)=O)[C:11]=2C)[O:4][CH2:3]1.[OH-].[Na+]. Product: [CH3:14][CH2:15][CH2:10][CH2:11][CH2:12][CH3:16].[CH2:3]([OH:4])[CH3:2]. The catalyst class is: 8. (5) Reactant: [Cl:1][C:2]1[N:7]=[C:6]([NH:8][NH:9][C:10](=[O:29])[C@H:11]([CH2:23][CH:24]2[CH2:28][CH2:27][CH2:26][CH2:25]2)[CH2:12][N:13]([O:16]C2CCCCO2)[CH:14]=[O:15])[C:5]([F:30])=[C:4]([N:31]([CH3:38])[CH2:32][C:33]2[S:34][CH:35]=[CH:36][N:37]=2)[N:3]=1. Product: [Cl:1][C:2]1[N:7]=[C:6]([NH:8][NH:9][C:10](=[O:29])[C@H:11]([CH2:23][CH:24]2[CH2:25][CH2:26][CH2:27][CH2:28]2)[CH2:12][N:13]([OH:16])[CH:14]=[O:15])[C:5]([F:30])=[C:4]([N:31]([CH3:38])[CH2:32][C:33]2[S:34][CH:35]=[CH:36][N:37]=2)[N:3]=1. The catalyst class is: 86.